Dataset: Full USPTO retrosynthesis dataset with 1.9M reactions from patents (1976-2016). Task: Predict the reactants needed to synthesize the given product. (1) Given the product [C:13]([C:2]1[CH:11]=[CH:10][C:5]([C:6]([O:8][CH3:9])=[O:7])=[C:4]([CH3:12])[CH:3]=1)#[N:14], predict the reactants needed to synthesize it. The reactants are: Br[C:2]1[CH:11]=[CH:10][C:5]([C:6]([O:8][CH3:9])=[O:7])=[C:4]([CH3:12])[CH:3]=1.[C:13]([Cu])#[N:14]. (2) Given the product [NH2:13][C:11]1[N:10]=[CH:9][N:8]=[C:7]2[N:6]([CH:14]3[CH2:19][CH2:18][N:17]([C:33]([O:32][CH2:25][C:26]4[CH:31]=[CH:30][CH:29]=[CH:28][CH:27]=4)=[O:34])[CH2:16][CH2:15]3)[N:5]=[C:4]([I:3])[C:12]=12, predict the reactants needed to synthesize it. The reactants are: Cl.Cl.[I:3][C:4]1[C:12]2[C:7](=[N:8][CH:9]=[N:10][C:11]=2[NH2:13])[N:6]([CH:14]2[CH2:19][CH2:18][NH:17][CH2:16][CH2:15]2)[N:5]=1.C(=O)(O)[O-].[Na+].[CH2:25]([O:32][C:33](Cl)=[O:34])[C:26]1[CH:31]=[CH:30][CH:29]=[CH:28][CH:27]=1.